Dataset: Peptide-MHC class I binding affinity with 185,985 pairs from IEDB/IMGT. Task: Regression. Given a peptide amino acid sequence and an MHC pseudo amino acid sequence, predict their binding affinity value. This is MHC class I binding data. (1) The peptide sequence is DPSGAYFAW. The MHC is HLA-A31:01 with pseudo-sequence HLA-A31:01. The binding affinity (normalized) is 0.0847. (2) The peptide sequence is VTVAILYSM. The MHC is Mamu-B08 with pseudo-sequence Mamu-B08. The binding affinity (normalized) is 0. (3) The peptide sequence is YQILQPIL. The binding affinity (normalized) is 0.0226. The MHC is HLA-B38:01 with pseudo-sequence HLA-B38:01.